This data is from TCR-epitope binding with 47,182 pairs between 192 epitopes and 23,139 TCRs. The task is: Binary Classification. Given a T-cell receptor sequence (or CDR3 region) and an epitope sequence, predict whether binding occurs between them. (1) The epitope is ELAGIGILTV. The TCR CDR3 sequence is CASSFGQGLSEQFF. Result: 1 (the TCR binds to the epitope). (2) Result: 1 (the TCR binds to the epitope). The epitope is LQPFPQPELPYPQPQ. The TCR CDR3 sequence is CASSLGVEDEQYF. (3) The epitope is VVYRGTTTY. The TCR CDR3 sequence is CASSPRENTEAFF. Result: 1 (the TCR binds to the epitope). (4) The epitope is FADDLNQLTGY. Result: 0 (the TCR does not bind to the epitope). The TCR CDR3 sequence is CASSPPTGVNYEQYF. (5) The epitope is LEPLVDLPI. The TCR CDR3 sequence is CASSAGRRLSYEQYF. Result: 1 (the TCR binds to the epitope).